Dataset: Reaction yield outcomes from USPTO patents with 853,638 reactions. Task: Predict the reaction yield, written as a fraction of the theoretical maximum amount of product (1.0 means a 100% yield; for example, 0.34 means a 34% yield). (1) The reactants are [OH:1][C@H:2]1[C:10]2[C:5](=[CH:6][CH:7]=[CH:8][CH:9]=2)[CH2:4][C@:3]1([CH2:20][C:21]1[CH:30]=[CH:29][C:24]([C:25]([NH:27][CH3:28])=[O:26])=[CH:23][CH:22]=1)[C:11]1[CH2:12][C:13]2[C:18]([CH:19]=1)=[CH:17][CH:16]=[CH:15][CH:14]=2.C1CCC(N=C=NC2CCCCC2)CC1.C([NH:63][C@H:64]([C:69](O)=[O:70])[CH2:65][CH:66]([CH3:68])[CH3:67])(OCC1C2C(=CC=CC=2)C2C1=CC=CC=2)=O. The catalyst is CN(C1C=CN=CC=1)C.C(OCC)(=O)C. The product is [NH2:63][C@H:64]([C:69]([O:1][C@H:2]1[C:10]2[C:5](=[CH:6][CH:7]=[CH:8][CH:9]=2)[CH2:4][C@:3]1([CH2:20][C:21]1[CH:30]=[CH:29][C:24]([C:25](=[O:26])[NH:27][CH3:28])=[CH:23][CH:22]=1)[C:11]1[CH2:12][C:13]2[C:18]([CH:19]=1)=[CH:17][CH:16]=[CH:15][CH:14]=2)=[O:70])[CH2:65][CH:66]([CH3:68])[CH3:67]. The yield is 0.520. (2) The reactants are ClCC1C=CC=CC=1C(=CO)C(OC)=O.[Cl:16][CH2:17][C:18]1[CH:23]=[CH:22][CH:21]=[CH:20][C:19]=1[CH2:24][C:25]([O:27][CH3:28])=[O:26].CS(O)(=O)=O.[CH:34](OC)([O:37][CH3:38])[O:35][CH3:36]. The catalyst is ClC1C=CC=CC=1. The product is [Cl:16][CH2:17][C:18]1[CH:23]=[CH:22][CH:21]=[CH:20][C:19]=1[CH:24]([CH:34]([O:37][CH3:38])[O:35][CH3:36])[C:25]([O:27][CH3:28])=[O:26]. The yield is 0.720. (3) The reactants are CCN(C(C)C)C(C)C.C1C=CC2N(O)N=NC=2C=1.CCN=C=NCCCN(C)C.[CH:31]1[C:43]2[NH:42][C:41]3[C:36](=[CH:37][CH:38]=[CH:39][CH:40]=3)[C:35]=2[CH:34]=[C:33]([C:44]([OH:46])=O)[CH:32]=1.Cl.[NH2:48][CH2:49][C:50]([N:52]1[CH2:57][CH2:56][N:55]([C:58](=[O:70])[C:59]2[CH:64]=[C:63]([F:65])[CH:62]=[CH:61][C:60]=2[C:66]([F:69])([F:68])[F:67])[CH2:54][CH2:53]1)=[O:51].FC1C=CC(C(F)(F)F)=C(C=1)C(O)=O. The catalyst is CN(C=O)C.O. The product is [F:65][C:63]1[CH:62]=[CH:61][C:60]([C:66]([F:68])([F:67])[F:69])=[C:59]([CH:64]=1)[C:58]([N:55]1[CH2:56][CH2:57][N:52]([C:50](=[O:51])[CH2:49][NH:48][C:44]([C:33]2[CH:32]=[CH:31][C:43]3[NH:42][C:41]4[C:36]([C:35]=3[CH:34]=2)=[CH:37][CH:38]=[CH:39][CH:40]=4)=[O:46])[CH2:53][CH2:54]1)=[O:70]. The yield is 0.669. (4) The catalyst is O1CCCC1. The yield is 0.0540. The reactants are [F:1][C:2]1[CH:3]=[C:4]2[C:8](=[CH:9][CH:10]=1)[N:7]([CH2:11][C:12]1[O:13][C:14]([C:17]([F:20])([F:19])[F:18])=[CH:15][CH:16]=1)[C:6](=[O:21])[C:5]2([C:24]1[C:29](O)=[CH:28][CH:27]=[C:26]([O:31][CH3:32])[N:25]=1)[CH2:22][OH:23].C(P(CCCC)CCCC)CCC.N(C(OCC)=O)=NC(OCC)=O. The product is [F:1][C:2]1[CH:3]=[C:4]2[C:8](=[CH:9][CH:10]=1)[N:7]([CH2:11][C:12]1[O:13][C:14]([C:17]([F:20])([F:18])[F:19])=[CH:15][CH:16]=1)[C:6](=[O:21])[C:5]12[C:24]2=[N:25][C:26]([O:31][CH3:32])=[CH:27][CH:28]=[C:29]2[O:23][CH2:22]1. (5) The reactants are [CH2:1]([O:4][CH2:5][CH2:6][C@@:7]1([C:30]2[CH:35]=[CH:34][C:33]([F:36])=[CH:32][CH:31]=2)[O:12][C:11](=[O:13])[N:10]([C@H:14]([C:16]2[CH:21]=[CH:20][C:19]([C:22]3[CH:27]=[CH:26][C:25]([F:28])=[CH:24][C:23]=3[F:29])=[CH:18][CH:17]=2)[CH3:15])[CH2:9][CH2:8]1)[CH:2]=C.[O:37]=[O+][O-].[BH4-].[Na+]. The catalyst is C(Cl)Cl. The product is [F:29][C:23]1[CH:24]=[C:25]([F:28])[CH:26]=[CH:27][C:22]=1[C:19]1[CH:20]=[CH:21][C:16]([C@@H:14]([N:10]2[CH2:9][CH2:8][C@@:7]([C:30]3[CH:31]=[CH:32][C:33]([F:36])=[CH:34][CH:35]=3)([CH2:6][CH2:5][O:4][CH2:1][CH2:2][OH:37])[O:12][C:11]2=[O:13])[CH3:15])=[CH:17][CH:18]=1. The yield is 0.300. (6) The reactants are [Br:1][C:2]1[CH:3]=[C:4]([CH:7]=[CH:8][C:9]=1[O:10][CH3:11])[CH:5]=[O:6].S([CH2:22][N+:23]#[C-:24])(C1C=CC(C)=CC=1)(=O)=O.C([O-])([O-])=O.[K+].[K+]. The catalyst is CO. The product is [Br:1][C:2]1[CH:3]=[C:4]([C:5]2[O:6][CH:24]=[N:23][CH:22]=2)[CH:7]=[CH:8][C:9]=1[O:10][CH3:11]. The yield is 0.800. (7) The reactants are [Br:1][C:2]1[C:3]([O:11][CH2:12][CH2:13][N:14]([CH3:16])[CH3:15])=[N:4][CH:5]=[C:6]([N+:8]([O-])=O)[CH:7]=1.[Cl-].[NH4+]. The catalyst is C(OCC)(=O)C.[Zn]. The product is [Br:1][C:2]1[CH:7]=[C:6]([NH2:8])[CH:5]=[N:4][C:3]=1[O:11][CH2:12][CH2:13][N:14]([CH3:15])[CH3:16]. The yield is 0.890. (8) The reactants are Cl[C:2]1[C:11]2[C:6](=[CH:7][C:8]([O:14][CH2:15][CH2:16][CH2:17][N:18]3[CH2:22][CH2:21][CH2:20][CH2:19]3)=[C:9]([O:12][CH3:13])[CH:10]=2)[N:5]=[CH:4][N:3]=1.[OH:23][C:24]1[CH:33]=[C:32]2[C:27]([C:28]([CH3:34])=[CH:29][CH:30]=[N:31]2)=[CH:26][CH:25]=1. No catalyst specified. The product is [CH3:13][O:12][C:9]1[CH:10]=[C:11]2[C:6](=[CH:7][C:8]=1[O:14][CH2:15][CH2:16][CH2:17][N:18]1[CH2:22][CH2:21][CH2:20][CH2:19]1)[N:5]=[CH:4][N:3]=[C:2]2[O:23][C:24]1[CH:33]=[C:32]2[C:27]([C:28]([CH3:34])=[CH:29][CH:30]=[N:31]2)=[CH:26][CH:25]=1. The yield is 0.870. (9) The reactants are [N:1]1[C:10]2[C:5](=[CH:6][CH:7]=[CH:8][CH:9]=2)[N:4]=[CH:3][C:2]=1[C:11]([OH:13])=O.C1N=CN(C(N2C=NC=C2)=O)C=1.Cl.[NH2:27][CH2:28][C:29]1[CH:37]=[CH:36][CH:35]=[C:34]2[C:30]=1[C:31](=[O:47])[N:32]([CH:39]1[CH2:44][CH2:43][C:42](=[O:45])[NH:41][C:40]1=[O:46])[C:33]2=[O:38].C(N(CC)CC)C. The catalyst is CN(C=O)C.O. The product is [O:46]=[C:40]1[CH:39]([N:32]2[C:31](=[O:47])[C:30]3[C:34](=[CH:35][CH:36]=[CH:37][C:29]=3[CH2:28][NH:27][C:11]([C:2]3[CH:3]=[N:4][C:5]4[C:10](=[CH:9][CH:8]=[CH:7][CH:6]=4)[N:1]=3)=[O:13])[C:33]2=[O:38])[CH2:44][CH2:43][C:42](=[O:45])[NH:41]1. The yield is 0.690. (10) The reactants are [C:1]([C:5]1[CH:14]=[CH:13][C:12]([NH2:15])=[CH:11][C:6]=1[C:7](OC)=[O:8])([CH3:4])([CH3:3])[CH3:2].[H-].[H-].[H-].[H-].[Li+].[Al+3]. The catalyst is C1COCC1.O. The product is [C:1]([C:5]1[CH:14]=[CH:13][C:12]([NH2:15])=[CH:11][C:6]=1[CH2:7][OH:8])([CH3:4])([CH3:2])[CH3:3]. The yield is 0.200.